Dataset: Catalyst prediction with 721,799 reactions and 888 catalyst types from USPTO. Task: Predict which catalyst facilitates the given reaction. Reactant: Cl[CH2:2][C:3]([NH:5][C:6]1[CH:7]=[C:8]2[C:24](=[O:25])[NH:23][N:22]=[CH:21][C:10]3=[C:11]([C:15]4[CH:16]=[N:17][N:18]([CH3:20])[CH:19]=4)[NH:12][C:13]([CH:14]=1)=[C:9]23)=[O:4].C([O-])([O-])=O.[Cs+].[Cs+].[CH2:32]([NH2:39])[C:33]1[CH:38]=[CH:37][CH:36]=[CH:35][CH:34]=1. Product: [CH2:32]([NH:39][CH2:2][C:3]([NH:5][C:6]1[CH:7]=[C:8]2[C:24](=[O:25])[NH:23][N:22]=[CH:21][C:10]3=[C:11]([C:15]4[CH:16]=[N:17][N:18]([CH3:20])[CH:19]=4)[NH:12][C:13]([CH:14]=1)=[C:9]23)=[O:4])[C:33]1[CH:38]=[CH:37][CH:36]=[CH:35][CH:34]=1. The catalyst class is: 3.